Dataset: Forward reaction prediction with 1.9M reactions from USPTO patents (1976-2016). Task: Predict the product of the given reaction. (1) Given the reactants [Cl:1][C:2]1[CH:26]=[CH:25][C:24]([CH3:27])=[CH:23][C:3]=1[O:4][C:5]1[C:10]([C:11]([O:13]C)=[O:12])=[CH:9][N:8]=[C:7]([C:15]2[CH:20]=[CH:19][C:18]([CH3:21])=[C:17]([F:22])[CH:16]=2)[CH:6]=1, predict the reaction product. The product is: [Cl:1][C:2]1[CH:26]=[CH:25][C:24]([CH3:27])=[CH:23][C:3]=1[O:4][C:5]1[C:10]([C:11]([OH:13])=[O:12])=[CH:9][N:8]=[C:7]([C:15]2[CH:20]=[CH:19][C:18]([CH3:21])=[C:17]([F:22])[CH:16]=2)[CH:6]=1. (2) Given the reactants [Cl:1][C:2]1[C:3]([CH3:34])=[C:4]([N:8]([CH2:21][C:22]([NH:24][CH2:25][C:26]2[CH:31]=[CH:30][C:29]([O:32][CH3:33])=[CH:28][CH:27]=2)=[O:23])[S:9]([C:12]2[CH:20]=[CH:19][C:15]([C:16](O)=[O:17])=[CH:14][CH:13]=2)(=[O:11])=[O:10])[CH:5]=[CH:6][CH:7]=1.ClC(OCC)=O.[BH4-].[Na+].Cl, predict the reaction product. The product is: [Cl:1][C:2]1[C:3]([CH3:34])=[C:4]([N:8]([S:9]([C:12]2[CH:13]=[CH:14][C:15]([CH2:16][OH:17])=[CH:19][CH:20]=2)(=[O:11])=[O:10])[CH2:21][C:22]([NH:24][CH2:25][C:26]2[CH:27]=[CH:28][C:29]([O:32][CH3:33])=[CH:30][CH:31]=2)=[O:23])[CH:5]=[CH:6][CH:7]=1. (3) The product is: [C:1]([O:5][C:6]([N:8]1[CH2:13][CH2:12][N:11]([C:14]([C:15]2[CH:16]([C:17]3[CH:18]=[C:19]([Cl:24])[CH:20]=[C:21]([Cl:23])[CH:22]=3)[C:35]([C:34]([O:33][CH2:32][CH2:31][C:29]#[N:30])=[O:39])=[C:36]([CH3:37])[NH:38][C:25]=2[CH3:26])=[O:28])[CH2:10][CH2:9]1)=[O:7])([CH3:4])([CH3:2])[CH3:3]. Given the reactants [C:1]([O:5][C:6]([N:8]1[CH2:13][CH2:12][N:11]([C:14](=[O:28])[C:15]([C:25](=O)[CH3:26])=[CH:16][C:17]2[CH:22]=[C:21]([Cl:23])[CH:20]=[C:19]([Cl:24])[CH:18]=2)[CH2:10][CH2:9]1)=[O:7])([CH3:4])([CH3:3])[CH3:2].[C:29]([CH2:31][CH2:32][O:33][C:34](=[O:39])/[CH:35]=[C:36](\[NH2:38])/[CH3:37])#[N:30], predict the reaction product. (4) Given the reactants [C:1]([C:3]1[CH:11]=[CH:10][CH:9]=[CH:8][C:4]=1[C:5]([OH:7])=O)#[N:2].Cl.[Cl:13][C:14]1[CH:27]=[CH:26][C:17]([C:18]([CH:20]2[CH2:25][CH2:24][NH:23][CH2:22][CH2:21]2)=[O:19])=[CH:16][CH:15]=1.CN1CCOCC1.O.[Cl-].COC1N=C(OC)N=C([N+]2(C)CCOCC2)N=1.Cl, predict the reaction product. The product is: [C:1]([C:3]1[CH:11]=[CH:10][CH:9]=[CH:8][C:4]=1[C:5]([N:23]1[CH2:24][CH2:25][CH:20]([C:18](=[O:19])[C:17]2[CH:16]=[CH:15][C:14]([Cl:13])=[CH:27][CH:26]=2)[CH2:21][CH2:22]1)=[O:7])#[N:2]. (5) Given the reactants [OH:1][CH:2]1[C:10]2[C:9]([O:11][CH2:12][CH2:13][CH3:14])=[C:8]3[CH:15]=[CH:16][CH:17]=[CH:18][C:7]3=[C:6]([O:19][CH2:20][CH2:21][CH3:22])[C:5]=2[C:4](=O)[N:3]1[C:24]1[CH:29]=[CH:28][C:27]([CH2:30][C:31]([O:33][CH2:34][CH3:35])=[O:32])=[CH:26][C:25]=1[CH3:36].C([SiH](CC)CC)C, predict the reaction product. The product is: [CH3:36][C:25]1[CH:26]=[C:27]([CH2:30][C:31]([O:33][CH2:34][CH3:35])=[O:32])[CH:28]=[CH:29][C:24]=1[N:3]1[C:2](=[O:1])[C:10]2[C:9]([O:11][CH2:12][CH2:13][CH3:14])=[C:8]3[CH:15]=[CH:16][CH:17]=[CH:18][C:7]3=[C:6]([O:19][CH2:20][CH2:21][CH3:22])[C:5]=2[CH2:4]1. (6) The product is: [NH2:20][C:8]1[CH:7]=[CH:6][N:5]2[C:23]([CH3:24])=[C:2]([CH3:1])[N:3]=[C:4]2[C:9]=1[NH:10][CH2:11][C:12]1[C:17]([CH3:18])=[CH:16][CH:15]=[CH:14][C:13]=1[CH3:19]. Given the reactants [CH3:1][C:2]1[N:3]=[C:4]2[C:9]([NH:10][CH2:11][C:12]3[C:17]([CH3:18])=[CH:16][CH:15]=[CH:14][C:13]=3[CH3:19])=[C:8]([N+:20]([O-])=O)[CH:7]=[CH:6][N:5]2[C:23]=1[CH3:24], predict the reaction product. (7) Given the reactants [OH-].[Li+].[CH:3]1([C@H:9]([NH:14][C:15]([C:17]2[CH:22]=[CH:21][C:20]([C:23]3[CH:27]=[CH:26][S:25][CH:24]=3)=[CH:19][C:18]=2[NH:28][C:29]([NH:31][C:32]2[C:37]([CH3:38])=[CH:36][CH:35]=[CH:34][C:33]=2[CH3:39])=[O:30])=[O:16])[C:10]([O:12]C)=[O:11])[CH2:8][CH2:7][CH2:6][CH2:5][CH2:4]1.CO.O, predict the reaction product. The product is: [CH:3]1([C@H:9]([NH:14][C:15]([C:17]2[CH:22]=[CH:21][C:20]([C:23]3[CH:27]=[CH:26][S:25][CH:24]=3)=[CH:19][C:18]=2[NH:28][C:29]([NH:31][C:32]2[C:33]([CH3:39])=[CH:34][CH:35]=[CH:36][C:37]=2[CH3:38])=[O:30])=[O:16])[C:10]([OH:12])=[O:11])[CH2:4][CH2:5][CH2:6][CH2:7][CH2:8]1. (8) The product is: [C:1]([O:5][C:6]([N:8]1[CH2:13][CH2:12][CH:11]([N:14]2[C:15]3[CH:20]=[CH:19][CH:18]=[CH:17][C:16]=3[O:21][CH2:22][C:23]2=[O:24])[CH2:10][CH2:9]1)=[O:7])([CH3:2])([CH3:4])[CH3:3]. Given the reactants [C:1]([O:5][C:6]([N:8]1[CH2:13][CH2:12][CH:11]([NH:14][C:15]2[CH:20]=[CH:19][CH:18]=[CH:17][C:16]=2[O:21][CH2:22][C:23](O)=[O:24])[CH2:10][CH2:9]1)=[O:7])([CH3:4])([CH3:3])[CH3:2].S(Cl)(Cl)=O.C(N(CC)CC)C.O, predict the reaction product. (9) Given the reactants [CH3:1][C:2]1([C:15]2[CH:20]=[CH:19][CH:18]=[CH:17][CH:16]=2)[C:6](=[O:7])[CH:5]=[C:4](/[CH:8]=[CH:9]/[C:10]2[CH:14]=[CH:13][S:12][CH:11]=2)[O:3]1.[SH:21][CH2:22][CH2:23][OH:24], predict the reaction product. The product is: [OH:24][CH2:23][CH2:22][S:21][CH:9]([C:10]1[CH:14]=[CH:13][S:12][CH:11]=1)[CH2:8][C:4]1[O:3][C:2]([CH3:1])([C:15]2[CH:20]=[CH:19][CH:18]=[CH:17][CH:16]=2)[C:6](=[O:7])[CH:5]=1.